From a dataset of Forward reaction prediction with 1.9M reactions from USPTO patents (1976-2016). Predict the product of the given reaction. (1) Given the reactants [CH2:1]([N:5]1[CH2:23][CH2:22][C@:12]23[C:13]4[C:14]5[O:21][C@H:11]2[C:10](=[O:24])[CH2:9][CH2:8][C@@:7]3([OH:25])[C@H:6]1[CH2:19][C:18]=4[CH:17]=[CH:16][C:15]=5[OH:20])[CH:2]([CH3:4])[CH3:3].C([O-])([O-])=O.[K+].[K+].[CH2:32](Br)[C:33]1[CH:38]=[CH:37][CH:36]=[CH:35][CH:34]=1, predict the reaction product. The product is: [CH2:1]([N:5]1[CH2:23][CH2:22][C@:12]23[C:13]4[C:14]5[O:21][C@H:11]2[C:10](=[O:24])[CH2:9][CH2:8][C@@:7]3([OH:25])[C@H:6]1[CH2:19][C:18]=4[CH:17]=[CH:16][C:15]=5[O:20][CH2:32][C:33]1[CH:38]=[CH:37][CH:36]=[CH:35][CH:34]=1)[CH:2]([CH3:4])[CH3:3]. (2) Given the reactants OS([C:5](F)(F)F)(=O)=O.[CH2:9]1[C:18]2[C:13](=[CH:14][C:15]([CH:19]([NH:21][C:22](=[O:24])[CH3:23])[CH3:20])=[CH:16][CH:17]=2)[CH2:12][CH2:11][NH:10]1.Br[CH2:26][C:27]1[CH:32]=[CH:31][C:30]([O:33][CH2:34][CH:35](C)C)=[CH:29][C:28]=1[CH3:38], predict the reaction product. The product is: [CH:34]([O:33][C:30]1[CH:31]=[CH:32][C:27]([CH2:26][N:10]2[CH2:11][CH2:12][C:13]3[C:18](=[CH:17][CH:16]=[C:15]([CH:19]([NH:21][C:22](=[O:24])[CH3:23])[CH3:20])[CH:14]=3)[CH2:9]2)=[C:28]([CH3:38])[CH:29]=1)([CH3:35])[CH3:5]. (3) The product is: [CH3:7][C:8]([OH:9])([CH3:11])[CH2:10][N:3]1[CH:4]=[CH:5][N:6]=[C:2]1[CH3:1]. Given the reactants [CH3:1][C:2]1[NH:3][CH:4]=[CH:5][N:6]=1.[CH3:7][C:8]1([CH3:11])[CH2:10][O:9]1, predict the reaction product. (4) Given the reactants CO[C:3]([C:5]1[C:6]([OH:30])=[C:7]2[C:12](=[CH:13][N:14]=1)[N:11]([C@H:15]([C:17]1[CH:22]=[CH:21][CH:20]=[CH:19][CH:18]=1)[CH3:16])[C:10](=[O:23])[C:9]([C:24]1[CH:29]=[CH:28][CH:27]=[CH:26][CH:25]=1)=[CH:8]2)=[O:4].[NH2:31][CH2:32][CH2:33][C:34]([OH:36])=[O:35].C[O-].[Na+], predict the reaction product. The product is: [OH:30][C:6]1[C:5]([C:3]([NH:31][CH2:32][CH2:33][C:34]([OH:36])=[O:35])=[O:4])=[N:14][CH:13]=[C:12]2[C:7]=1[CH:8]=[C:9]([C:24]1[CH:29]=[CH:28][CH:27]=[CH:26][CH:25]=1)[C:10](=[O:23])[N:11]2[C@H:15]([C:17]1[CH:18]=[CH:19][CH:20]=[CH:21][CH:22]=1)[CH3:16]. (5) Given the reactants [F:1][C:2]1[CH:27]=[C:26]([S:28]([CH3:31])(=[O:30])=[O:29])[C:25]([F:32])=[CH:24][C:3]=1[CH2:4][N:5]1[CH2:9][CH2:8][N:7]([CH:10]2[CH2:15][CH2:14][N:13](C(OC(C)(C)C)=O)[CH2:12][CH2:11]2)[C:6]1=[O:23].[C:33]([OH:39])([C:35]([F:38])([F:37])[F:36])=[O:34], predict the reaction product. The product is: [F:36][C:35]([F:38])([F:37])[C:33]([OH:39])=[O:34].[F:1][C:2]1[CH:27]=[C:26]([S:28]([CH3:31])(=[O:30])=[O:29])[C:25]([F:32])=[CH:24][C:3]=1[CH2:4][N:5]1[CH2:9][CH2:8][N:7]([CH:10]2[CH2:15][CH2:14][NH:13][CH2:12][CH2:11]2)[C:6]1=[O:23]. (6) Given the reactants [CH3:1][C:2]1[C:7]2[NH:8][C:9](=[O:13])[O:10][C:11](=[O:12])[C:6]=2[CH:5]=[CH:4][CH:3]=1.[N+:14]([O-])([OH:16])=[O:15], predict the reaction product. The product is: [CH3:1][C:2]1[C:7]2[NH:8][C:9](=[O:13])[O:10][C:11](=[O:12])[C:6]=2[CH:5]=[C:4]([N+:14]([O-:16])=[O:15])[CH:3]=1. (7) The product is: [CH:14]1([CH:10]([C:9]2[CH:8]=[N:7][C:6]([C:3]3[CH:4]=[CH:5][O:1][CH:2]=3)=[CH:13][CH:12]=2)[OH:11])[CH2:16][CH2:15]1. Given the reactants [O:1]1[CH:5]=[CH:4][C:3]([C:6]2[CH:13]=[CH:12][C:9]([CH:10]=[O:11])=[CH:8][N:7]=2)=[CH:2]1.[CH:14]1([Mg]Br)[CH2:16][CH2:15]1, predict the reaction product. (8) Given the reactants [C:1]([Si:5]([O:8][CH:9]1[C:18]2[C:13](=[CH:14][CH:15]=[CH:16][CH:17]=2)[CH:12]([C:19]2[CH:23]=[C:22]([CH:24]3OCC[O:25]3)[S:21][CH:20]=2)[O:11][CH2:10]1)([CH3:7])[CH3:6])([CH3:4])([CH3:3])[CH3:2].CC(C)=O, predict the reaction product. The product is: [Si:5]([O:8][CH:9]1[C:18]2[C:13](=[CH:14][CH:15]=[CH:16][CH:17]=2)[CH:12]([C:19]2[CH:23]=[C:22]([CH:24]=[O:25])[S:21][CH:20]=2)[O:11][CH2:10]1)([C:1]([CH3:4])([CH3:2])[CH3:3])([CH3:7])[CH3:6]. (9) Given the reactants Cl[C:2]1[C:7]([CH3:8])=[C:6]([Cl:9])[N:5]=[CH:4][C:3]=1[C:10]([N:12]1[CH2:17][CH2:16][CH:15]([C:18]2[CH:23]=[CH:22][C:21]([F:24])=[CH:20][CH:19]=2)[CH2:14][CH2:13]1)=[O:11].[CH3:25][C:26]1[CH:27]=[C:28]([CH:30]=[CH:31][C:32]=1[CH3:33])[NH2:29], predict the reaction product. The product is: [Cl:9][C:6]1[N:5]=[CH:4][C:3]([C:10]([N:12]2[CH2:17][CH2:16][CH:15]([C:18]3[CH:23]=[CH:22][C:21]([F:24])=[CH:20][CH:19]=3)[CH2:14][CH2:13]2)=[O:11])=[C:2]([NH:29][C:28]2[CH:30]=[CH:31][C:32]([CH3:33])=[C:26]([CH3:25])[CH:27]=2)[C:7]=1[CH3:8].